From a dataset of Full USPTO retrosynthesis dataset with 1.9M reactions from patents (1976-2016). Predict the reactants needed to synthesize the given product. (1) Given the product [CH3:1][CH:2]1[NH:7][CH:6]([CH3:8])[CH2:5][N:4]([C:9](=[O:23])[CH2:10][CH2:11][C:12]2[C:20]3[CH2:19][CH2:18][CH2:17][CH2:16][C:15]=3[NH:14][C:13]=2/[CH:21]=[C:32]2\[C:33](=[O:38])[NH:34][C:35]3[C:31]\2=[CH:30][C:29]([S:26]([CH2:24][CH3:25])(=[O:27])=[O:28])=[CH:37][CH:36]=3)[CH2:3]1, predict the reactants needed to synthesize it. The reactants are: [CH3:1][CH:2]1[NH:7][CH:6]([CH3:8])[CH2:5][N:4]([C:9](=[O:23])[CH2:10][CH2:11][C:12]2[C:20]3[CH2:19][CH2:18][CH2:17][CH2:16][C:15]=3[NH:14][C:13]=2[CH:21]=O)[CH2:3]1.[CH2:24]([S:26]([C:29]1[CH:30]=[C:31]2[C:35](=[CH:36][CH:37]=1)[NH:34][C:33](=[O:38])[CH2:32]2)(=[O:28])=[O:27])[CH3:25]. (2) Given the product [NH2:21][C:19]1[N:18]=[CH:17][N:16]=[C:15]2[N:14]([CH:22]([CH3:24])[CH3:23])[N:13]=[C:12]([C:5]3[CH:6]=[CH:7][C:2]([OH:1])=[CH:3][CH:4]=3)[C:20]=12, predict the reactants needed to synthesize it. The reactants are: [OH:1][C:2]1[CH:7]=[CH:6][C:5](B(O)O)=[CH:4][CH:3]=1.I[C:12]1[C:20]2[C:15](=[N:16][CH:17]=[N:18][C:19]=2[NH2:21])[N:14]([CH:22]([CH3:24])[CH3:23])[N:13]=1.C([O-])([O-])=O.[Na+].[Na+]. (3) Given the product [Cl:32][C:33]1[C:41]([F:42])=[CH:40][CH:39]=[C:38]2[C:34]=1[CH2:35][CH2:36][N:37]2[C@H:11]1[CH2:15][CH2:14][O:13][C:12]1=[O:16], predict the reactants needed to synthesize it. The reactants are: C(N(CC)C(C)C)(C)C.O[C@@H:11]1[CH2:15][CH2:14][O:13][C:12]1=[O:16].FC(F)(F)S(OS(C(F)(F)F)(=O)=O)(=O)=O.[Cl:32][C:33]1[C:41]([F:42])=[CH:40][CH:39]=[C:38]2[C:34]=1[CH2:35][CH2:36][NH:37]2. (4) Given the product [Cl:1][C:2]1[CH:3]=[C:4]([N:18]2[C:23](=[O:24])[NH:22][C:21](=[O:25])[CH:20]=[N:19]2)[CH:5]=[C:6]([CH3:17])[C:7]=1[O:8][C:9]1[CH:14]=[CH:13][C:12]([O:15][CH3:16])=[C:11]([C:31](=[O:32])[C:30]2[CH:34]=[CH:35][C:27]([F:26])=[CH:28][CH:29]=2)[CH:10]=1, predict the reactants needed to synthesize it. The reactants are: [Cl:1][C:2]1[CH:3]=[C:4]([N:18]2[C:23](=[O:24])[NH:22][C:21](=[O:25])[CH:20]=[N:19]2)[CH:5]=[C:6]([CH3:17])[C:7]=1[O:8][C:9]1[CH:14]=[CH:13][C:12]([O:15][CH3:16])=[CH:11][CH:10]=1.[F:26][C:27]1[CH:35]=[CH:34][C:30]([C:31](O)=[O:32])=[CH:29][CH:28]=1. (5) Given the product [Br:25][C:26]1[CH:31]=[CH:30][C:29]([N:22]2[CH2:23][CH2:24][N:19]([C:12]3[N:11]=[C:10]([NH:9][C:5]4[CH:6]=[CH:7][CH:8]=[C:3]([O:2][CH3:1])[CH:4]=4)[CH:15]=[C:14]([N:16]([CH3:18])[CH3:17])[N:13]=3)[CH2:20][CH2:21]2)=[CH:28][CH:27]=1, predict the reactants needed to synthesize it. The reactants are: [CH3:1][O:2][C:3]1[CH:4]=[C:5]([NH:9][C:10]2[CH:15]=[C:14]([N:16]([CH3:18])[CH3:17])[N:13]=[C:12]([N:19]3[CH2:24][CH2:23][NH:22][CH2:21][CH2:20]3)[N:11]=2)[CH:6]=[CH:7][CH:8]=1.[Br:25][C:26]1[CH:31]=[CH:30][C:29](F)=[CH:28][CH:27]=1. (6) Given the product [CH:10]([C:3]1[C:4]2[C:9](=[CH:8][CH:7]=[CH:6][CH:5]=2)[N:1]([C:19]([O:21][C:22]([CH3:25])([CH3:24])[CH3:23])=[O:20])[CH:2]=1)=[O:11], predict the reactants needed to synthesize it. The reactants are: [NH:1]1[C:9]2[C:4](=[CH:5][CH:6]=[CH:7][CH:8]=2)[C:3]([CH:10]=[O:11])=[CH:2]1.C(N(CC)CC)C.[C:19](O[C:19]([O:21][C:22]([CH3:25])([CH3:24])[CH3:23])=[O:20])([O:21][C:22]([CH3:25])([CH3:24])[CH3:23])=[O:20].